This data is from Catalyst prediction with 721,799 reactions and 888 catalyst types from USPTO. The task is: Predict which catalyst facilitates the given reaction. (1) Reactant: Br[C:2]1[CH:3]=[C:4]([N:24]([CH2:31][CH3:32])[CH:25]2[CH2:30][CH2:29][O:28][CH2:27][CH2:26]2)[C:5]([CH3:23])=[C:6]([CH:22]=1)[C:7]([NH:9][CH2:10][C:11]1[C:12](=[O:21])[NH:13][C:14]([CH3:20])=[CH:15][C:16]=1[CH:17]([CH3:19])[CH3:18])=[O:8].[OH:33][CH2:34][CH2:35][NH:36][C:37](=[O:53])[C:38]1[CH:43]=[CH:42][C:41](B2OC(C)(C)C(C)(C)O2)=[CH:40][CH:39]=1.C(=O)([O-])[O-].[Na+].[Na+]. Product: [CH2:31]([N:24]([CH:25]1[CH2:30][CH2:29][O:28][CH2:27][CH2:26]1)[C:4]1[C:5]([CH3:23])=[C:6]([CH:22]=[C:2]([C:41]2[CH:40]=[CH:39][C:38]([C:37](=[O:53])[NH:36][CH2:35][CH2:34][OH:33])=[CH:43][CH:42]=2)[CH:3]=1)[C:7]([NH:9][CH2:10][C:11]1[C:12](=[O:21])[NH:13][C:14]([CH3:20])=[CH:15][C:16]=1[CH:17]([CH3:19])[CH3:18])=[O:8])[CH3:32]. The catalyst class is: 257. (2) Product: [CH3:13][O:12][C:3]1[C:4]2[CH2:8][O:7][C:6](=[O:9])[C:5]=2[CH:10]=[CH:11][C:2]=1[CH:15]=[CH2:16]. Reactant: Br[C:2]1[CH:11]=[CH:10][C:5]2[C:6](=[O:9])[O:7][CH2:8][C:4]=2[C:3]=1[O:12][CH3:13].[B-](F)(F)(F)[CH:15]=[CH2:16].[K+].ClCCl.C(N(CC)CC)C. The catalyst class is: 8.